Predict the product of the given reaction. From a dataset of Forward reaction prediction with 1.9M reactions from USPTO patents (1976-2016). (1) Given the reactants Cl[C:2]1[CH:7]=[C:6]([NH:8][C:9]2[CH:18]=[CH:17][C:16]([F:19])=[CH:15][C:10]=2[C:11]([NH:13][CH3:14])=[O:12])[C:5]([Cl:20])=[CH:4][N:3]=1.[CH2:21]([N:23]1[C:27]([NH2:28])=[CH:26][C:25]([CH3:29])=[N:24]1)[CH3:22].C(=O)([O-])[O-].[Cs+].[Cs+].CC1(C)C2C(=C(P(C3C=CC=CC=3)C3C=CC=CC=3)C=CC=2)OC2C(P(C3C=CC=CC=3)C3C=CC=CC=3)=CC=CC1=2, predict the reaction product. The product is: [Cl:20][C:5]1[C:6]([NH:8][C:9]2[CH:18]=[CH:17][C:16]([F:19])=[CH:15][C:10]=2[C:11]([NH:13][CH3:14])=[O:12])=[CH:7][C:2]([NH:28][C:27]2[N:23]([CH2:21][CH3:22])[N:24]=[C:25]([CH3:29])[CH:26]=2)=[N:3][CH:4]=1. (2) Given the reactants [H-].[Na+].[CH3:3][O:4][C:5]1[C:14]2[NH:13][C:12](=[O:15])[C@@H:11]3[CH2:16][N:17]([C:19]([O:21][C:22]([CH3:25])([CH3:24])[CH3:23])=[O:20])[CH2:18][C@@H:10]3[C:9]=2[CH:8]=[CH:7][CH:6]=1.I[CH3:27], predict the reaction product. The product is: [CH3:3][O:4][C:5]1[C:14]2[N:13]([CH3:27])[C:12](=[O:15])[C@@H:11]3[CH2:16][N:17]([C:19]([O:21][C:22]([CH3:25])([CH3:24])[CH3:23])=[O:20])[CH2:18][C@@H:10]3[C:9]=2[CH:8]=[CH:7][CH:6]=1. (3) Given the reactants [H-].[Na+].[CH2:3]([O:10][C:11]1[CH:16]=[CH:15][C:14]([N:17]2[C:21]3=[N:22][CH:23]=[CH:24][CH:25]=[C:20]3[NH:19][C:18]2=[O:26])=[CH:13][CH:12]=1)[C:4]1[CH:9]=[CH:8][CH:7]=[CH:6][CH:5]=1.I[CH:28]([CH3:30])[CH3:29].[Cl-].[Cl-].[Ca+2], predict the reaction product. The product is: [CH2:3]([O:10][C:11]1[CH:12]=[CH:13][C:14]([N:17]2[C:21]3=[N:22][CH:23]=[CH:24][CH:25]=[C:20]3[N:19]([CH:28]([CH3:30])[CH3:29])[C:18]2=[O:26])=[CH:15][CH:16]=1)[C:4]1[CH:9]=[CH:8][CH:7]=[CH:6][CH:5]=1. (4) Given the reactants [CH3:1][O:2][C:3]1[C:12]2[C:7](=[CH:8][CH:9]=[CH:10][CH:11]=2)[C:6]([NH:13][S:14]([C:17]2[S:18][CH:19]=[CH:20][CH:21]=2)(=[O:16])=[O:15])=[CH:5][C:4]=1[S:22][CH2:23][C:24]([O:26][CH3:27])=[O:25].S1[C:32]2[CH:29]=[CH:30][CH:31]=[CH:32][C:31]=2[CH:30]=[C:29]1S(Cl)(=O)=O, predict the reaction product. The product is: [S:18]1[C:17]([S:14]([NH:13][C:6]2[C:7]3[C:12](=[CH:11][CH:10]=[CH:9][CH:8]=3)[C:3]([O:2][CH3:1])=[C:4]([S:22][CH2:23][C:24]([O:26][CH3:27])=[O:25])[CH:5]=2)(=[O:16])=[O:15])=[CH:21][C:20]2[CH:29]=[CH:30][CH:31]=[CH:32][C:19]1=2. (5) Given the reactants COC(=O)[CH:4]([O:13][CH3:14])[C:5]([C:7]1[N:8]=[C:9]([NH2:12])[S:10][CH:11]=1)=[O:6].[OH-].[Na+].S(=O)(=O)(O)O.C(=O)(O)[O-].[Na+], predict the reaction product. The product is: [NH2:12][C:9]1[S:10][CH:11]=[C:7]([C:5](=[O:6])[CH2:4][O:13][CH3:14])[N:8]=1. (6) Given the reactants [Br:1][C:2]1[CH:7]=[CH:6][C:5]([C:8]2[C:12]([C:13](=[O:15])[CH3:14])=[C:11]([CH3:16])[O:10][N:9]=2)=[CH:4][CH:3]=1.[Br:17]Br, predict the reaction product. The product is: [Br:17][CH2:14][C:13]([C:12]1[C:8]([C:5]2[CH:4]=[CH:3][C:2]([Br:1])=[CH:7][CH:6]=2)=[N:9][O:10][C:11]=1[CH3:16])=[O:15].